This data is from Peptide-MHC class I binding affinity with 185,985 pairs from IEDB/IMGT. The task is: Regression. Given a peptide amino acid sequence and an MHC pseudo amino acid sequence, predict their binding affinity value. This is MHC class I binding data. (1) The peptide sequence is HERPVILSL. The MHC is HLA-A02:01 with pseudo-sequence HLA-A02:01. The binding affinity (normalized) is 0.0847. (2) The peptide sequence is ITKEKKEEL. The MHC is HLA-A31:01 with pseudo-sequence HLA-A31:01. The binding affinity (normalized) is 0.0847. (3) The peptide sequence is AFPTSCHMFIICF. The MHC is HLA-B51:01 with pseudo-sequence HLA-B51:01. The binding affinity (normalized) is 0.175. (4) The binding affinity (normalized) is 0.0114. The peptide sequence is HTSEHGGRAY. The MHC is HLA-A30:02 with pseudo-sequence HLA-A30:02. (5) The peptide sequence is TYQWIIRNW. The MHC is HLA-B15:01 with pseudo-sequence HLA-B15:01. The binding affinity (normalized) is 0.0847.